Dataset: Reaction yield outcomes from USPTO patents with 853,638 reactions. Task: Predict the reaction yield, written as a fraction of the theoretical maximum amount of product (1.0 means a 100% yield; for example, 0.34 means a 34% yield). (1) The catalyst is CO. The yield is 0.230. The reactants are [CH2:1]([N:3]([CH2:28][CH3:29])[C:4]1[CH:9]=[CH:8][C:7]([NH:10][C:11]([C:13]2([NH:23][C:24](=[O:27])[CH2:25][NH2:26])[CH2:22][CH2:21][C:20]3[C:15](=[CH:16][CH:17]=[CH:18][CH:19]=3)[CH2:14]2)=[O:12])=[CH:6][CH:5]=1)[CH3:2].[CH3:30][C:31]([CH3:33])=O.[BH3-]C#N.[Na+].C(OCC)(=O)C. The product is [CH2:28]([N:3]([CH2:1][CH3:2])[C:4]1[CH:5]=[CH:6][C:7]([NH:10][C:11]([C:13]2([NH:23][C:24](=[O:27])[CH2:25][NH:26][CH:31]([CH3:33])[CH3:30])[CH2:22][CH2:21][C:20]3[C:15](=[CH:16][CH:17]=[CH:18][CH:19]=3)[CH2:14]2)=[O:12])=[CH:8][CH:9]=1)[CH3:29]. (2) The reactants are C(N[CH:5]([CH3:7])[CH3:6])(C)C.C([Li])CCC.CCCCCC.[CH2:19]([O:21][C:22]([CH:24]1[CH2:29][CH2:28][CH:27]([O:30][Si:31]([C:44]([CH3:47])([CH3:46])[CH3:45])([C:38]2[CH:43]=[CH:42][CH:41]=[CH:40][CH:39]=2)[C:32]2[CH:37]=[CH:36][CH:35]=[CH:34][CH:33]=2)[CH2:26][CH2:25]1)=[O:23])[CH3:20].C(I)C=C. The catalyst is C1COCC1.CN(C)P(N(C)C)(N(C)C)=O. The product is [CH2:19]([O:21][C:22]([C:24]1([CH2:7][CH:5]=[CH2:6])[CH2:29][CH2:28][CH:27]([O:30][Si:31]([C:44]([CH3:45])([CH3:47])[CH3:46])([C:32]2[CH:33]=[CH:34][CH:35]=[CH:36][CH:37]=2)[C:38]2[CH:43]=[CH:42][CH:41]=[CH:40][CH:39]=2)[CH2:26][CH2:25]1)=[O:23])[CH3:20]. The yield is 0.990.